Dataset: NCI-60 drug combinations with 297,098 pairs across 59 cell lines. Task: Regression. Given two drug SMILES strings and cell line genomic features, predict the synergy score measuring deviation from expected non-interaction effect. Drug 1: COC1=CC(=CC(=C1O)OC)C2C3C(COC3=O)C(C4=CC5=C(C=C24)OCO5)OC6C(C(C7C(O6)COC(O7)C8=CC=CS8)O)O. Drug 2: C1CCC(CC1)NC(=O)N(CCCl)N=O. Cell line: RPMI-8226. Synergy scores: CSS=60.9, Synergy_ZIP=-2.88, Synergy_Bliss=-4.53, Synergy_Loewe=-14.5, Synergy_HSA=-1.49.